Dataset: Reaction yield outcomes from USPTO patents with 853,638 reactions. Task: Predict the reaction yield, written as a fraction of the theoretical maximum amount of product (1.0 means a 100% yield; for example, 0.34 means a 34% yield). The reactants are [CH3:1][C:2]1[CH:16]=[C:15]([N+:17]([O-:19])=[O:18])[CH:14]=[CH:13][C:3]=1[O:4][C:5]1[CH:6]=[CH:7][C:8]([CH2:11][OH:12])=[N:9][CH:10]=1.C1C=C(Cl)C=C(C(OO)=[O:28])C=1. The catalyst is C(Cl)Cl. The product is [CH3:1][C:2]1[CH:16]=[C:15]([N+:17]([O-:19])=[O:18])[CH:14]=[CH:13][C:3]=1[O:4][C:5]1[CH:6]=[CH:7][C:8]([CH2:11][OH:12])=[N+:9]([O-:28])[CH:10]=1. The yield is 0.780.